From a dataset of Experimentally validated miRNA-target interactions with 360,000+ pairs, plus equal number of negative samples. Binary Classification. Given a miRNA mature sequence and a target amino acid sequence, predict their likelihood of interaction. (1) The miRNA is mmu-miR-590-3p with sequence UAAUUUUAUGUAUAAGCUAGU. The protein sequence of the target gene is MSRRGSILHSRTQWLLLGLALLFSLVLFMYLLECAPQTDGNASLPGVVRENYGKEYYQALLQEQEEHYQTRATSLKRQIAQLKQELQDMSEKMRALQERKKLGANGVGYPGNREQAPSDLLEFLHSQIDRAEVSVGAKLPSEYGVVPFESFTLMKVFQLEMGLTRHPEEKPVRKDKRDELVEVIEAGVEVINNPDEDDAQEDEEGPLGEKLIFNENDFIEGYYRTERDKGTQYELFFKKADLMEYRHVTLFRPFGPLMKVKNELIDITRSVINIIVPLAERTEAFSQFMQNFRDVCIHQD.... Result: 1 (interaction). (2) The miRNA is mmu-miR-129-1-3p with sequence AAGCCCUUACCCCAAAAAGUAU. The protein sequence of the target gene is MGSPVQLSLLCVVLASLLLPGKGVFINRERANNVLARTRRANSFFEEFKKGNLERECMEEICSYEEVREIFEDDEKTKEYWTKYKDGDQCESSPCQNQGACRDGIGGYTCTCSEGFEGKNCELFVRKLCRLDNGDCDQFCREEQNSVVCSCASGYFLGNDGKSCISTAPFPCGKITTGRRKRSVALNTSDSELDLEDALLDEDFLSPTENPIELLNLNETQPERSSDDLVRIVGGRECKDGECPWQALLINEDNEGFCGGTILNEFYILTAAHCLHQARRFKVRVGDRNTEKEEGNEMVH.... Result: 1 (interaction). (3) The miRNA is mmu-miR-669o-5p with sequence UAGUUGUGUGUGCAUGUUUAUGU. The protein sequence of the target gene is MIQSQISFEDVAVDFTLEEWQLLNPTQKNLYRDVMLENYSNLVFLEVWLDNPKMWLRDNQDNLKSMERGHKYDVFGKIFNSSINIVHVGLRSHKCGTGEKSLKCPFDLLIPKNNCERKKIDELNKKLLFCIKPGRTHGGIKYCDCSTCRKSSNEEPWLTANHITHTGVYLCMECGRFFNKKSQLVIHQRTHTGEKPYQCSECGKAFSQKSLLTVHQRTHSGEKPHGCSECQKAFSRKSLLILHQRIHTGEKPYGCSECGKAFSRKSQLKRHQITHTIEKPYSCSECGKAFSQKLKLITHQ.... Result: 0 (no interaction). (4) The miRNA is hsa-miR-525-5p with sequence CUCCAGAGGGAUGCACUUUCU. The protein sequence of the target gene is MAPSPLAWLLRLAAFFHLCTLLPGQHLGMTKCEIMCDKMTSRIPVALLIRYQLNQESCGKRAIVLETTQHRRFCADPKEKWVQDAMKHLDHQAAALTKNGGKFEKRVDNVTPGITLATRGLSPSALTKPESATLEDLALELTTISQEARGTMGTSQEPPAAVTGSSLSTSEAQDAGLTAKPQSIGSFEAADISTTVWPSPAVYQSGSSSWAEEKATESPSTTAPSPQVSTTSPSTPEENVGSEGQPPWVQGQDLSPEKSLGSEEINPVHTDNFQERGPGNTVHPSVAPISSEETPSPELV.... Result: 0 (no interaction).